This data is from Forward reaction prediction with 1.9M reactions from USPTO patents (1976-2016). The task is: Predict the product of the given reaction. (1) Given the reactants Cl[CH2:2][C:3]([C:5]1[CH:6]=[CH:7][C:8]2[O:13][CH2:12][CH2:11][CH2:10][C:9]=2[CH:14]=1)=O.[C:15]([NH2:18])(=[S:17])[CH3:16], predict the reaction product. The product is: [O:13]1[C:8]2[CH:7]=[CH:6][C:5]([C:3]3[N:18]=[C:15]([CH3:16])[S:17][CH:2]=3)=[CH:14][C:9]=2[CH2:10][CH2:11][CH2:12]1. (2) Given the reactants Cl[C:2]1[C:7]2[NH:8][C:9](=[S:19])[N:10]([CH2:11][CH2:12][NH:13][CH2:14][C:15]([CH3:18])([CH3:17])[CH3:16])[C:6]=2[CH:5]=[CH:4][N:3]=1.[NH2-:20].[Na+].N.O, predict the reaction product. The product is: [NH2:20][C:2]1[C:7]2[NH:8][C:9](=[S:19])[N:10]([CH2:11][CH2:12][NH:13][CH2:14][C:15]([CH3:18])([CH3:17])[CH3:16])[C:6]=2[CH:5]=[CH:4][N:3]=1. (3) Given the reactants [Cl:1][C:2]1[S:6][C:5]([C:7]2[O:11]C=[N:9][C:8]=2[C:12]([O:14][CH3:15])=[O:13])=[CH:4][CH:3]=1.Cl.O1CCOCC1, predict the reaction product. The product is: [ClH:1].[NH2:9][CH:8]([C:7]([C:5]1[S:6][C:2]([Cl:1])=[CH:3][CH:4]=1)=[O:11])[C:12]([O:14][CH3:15])=[O:13]. (4) Given the reactants [NH2:1][CH2:2][C:3]([NH:5][O:6][CH2:7][C:8]1[CH:13]=[CH:12][CH:11]=[CH:10][CH:9]=1)=[O:4].CN1CC[O:18][CH2:17]C1.C(N1C=CN=C1)(N1C=CN=C1)=O, predict the reaction product. The product is: [CH2:7]([O:6][N:5]1[C:3](=[O:4])[CH2:2][NH:1][C:17]1=[O:18])[C:8]1[CH:13]=[CH:12][CH:11]=[CH:10][CH:9]=1. (5) The product is: [Br:8][C:9]1[C:17]2[C:16]([O:18][CH:19]3[CH2:24][CH2:23][CH2:22][NH:21][CH2:20]3)=[N:15][CH:14]=[N:13][C:12]=2[O:11][C:10]=1[C:33]1[CH:38]=[CH:37][CH:36]=[CH:35][CH:34]=1. Given the reactants C(O)(C(F)(F)F)=O.[Br:8][C:9]1[C:17]2[C:16]([O:18][CH:19]3[CH2:24][CH2:23][CH2:22][N:21](NC(OC(C)(C)C)=O)[CH2:20]3)=[N:15][CH:14]=[N:13][C:12]=2[O:11][C:10]=1[C:33]1[CH:38]=[CH:37][CH:36]=[CH:35][CH:34]=1, predict the reaction product.